Dataset: Reaction yield outcomes from USPTO patents with 853,638 reactions. Task: Predict the reaction yield, written as a fraction of the theoretical maximum amount of product (1.0 means a 100% yield; for example, 0.34 means a 34% yield). The reactants are [Cl:1][C:2]1[CH:3]=[CH:4][CH:5]=[C:6]2[C:11]=1[C:10]([CH2:12][C:13]1[CH:14]=[CH:15][C:16]([F:21])=C([CH:20]=1)C#N)=[N:9][NH:8][C:7]2=[O:22].[OH-:23].[K+].[CH2:25]([OH:27])[CH3:26]. The catalyst is O. The product is [Cl:1][C:2]1[CH:3]=[CH:4][CH:5]=[C:6]2[C:11]=1[C:10]([CH2:12][C:13]1[CH:14]=[CH:15][C:16]([F:21])=[C:26]([CH:20]=1)[C:25]([OH:23])=[O:27])=[N:9][NH:8][C:7]2=[O:22]. The yield is 0.890.